Dataset: Forward reaction prediction with 1.9M reactions from USPTO patents (1976-2016). Task: Predict the product of the given reaction. (1) Given the reactants Cl[C:2]1[CH:7]=[CH:6][N:5]=[C:4]([NH:8][C:9]2[CH:14]=[CH:13][CH:12]=[CH:11][CH:10]=2)[N:3]=1.[F:15][C:16]1[CH:24]=[CH:23][CH:22]=[C:21]2[C:17]=1[CH:18]=[CH:19][NH:20]2.C([O-])([O-])=O.[Cs+].[Cs+], predict the reaction product. The product is: [F:15][C:16]1[CH:24]=[CH:23][CH:22]=[C:21]2[C:17]=1[CH:18]=[CH:19][N:20]2[C:2]1[CH:7]=[CH:6][N:5]=[C:4]([NH:8][C:9]2[CH:14]=[CH:13][CH:12]=[CH:11][CH:10]=2)[N:3]=1. (2) Given the reactants [F:1][C:2]1[CH:3]=[C:4]([N+:9]([O-:11])=[O:10])[CH:5]=[CH:6][C:7]=1F.[C:12]([C:16]1[CH:21]=[CH:20][C:19]([OH:22])=[CH:18][CH:17]=1)([CH3:15])([CH3:14])[CH3:13].C([O-])([O-])=O.[K+].[K+], predict the reaction product. The product is: [C:12]([C:16]1[CH:17]=[CH:18][C:19]([O:22][C:7]2[CH:6]=[CH:5][C:4]([N+:9]([O-:11])=[O:10])=[CH:3][C:2]=2[F:1])=[CH:20][CH:21]=1)([CH3:15])([CH3:13])[CH3:14]. (3) Given the reactants [NH2:1][C:2]1[C:3]([NH:17][CH2:18][CH:19]2[CH2:24][CH2:23][CH2:22][N:21]([C:25]([O:27][C:28]([CH3:31])([CH3:30])[CH3:29])=[O:26])[CH2:20]2)=[CH:4][C:5]([NH:8][C:9]2[CH:14]=[N:13][C:12]([C:15]#[N:16])=[CH:11][N:10]=2)=[N:6][CH:7]=1.CO[CH:34]1[CH:38]([C:39]([O:41][CH2:42][CH3:43])=[O:40])[CH2:37][CH:36](OC)O1, predict the reaction product. The product is: [C:15]([C:12]1[N:13]=[CH:14][C:9]([NH:8][C:5]2[CH:4]=[C:3]([NH:17][CH2:18][CH:19]3[CH2:24][CH2:23][CH2:22][N:21]([C:25]([O:27][C:28]([CH3:31])([CH3:30])[CH3:29])=[O:26])[CH2:20]3)[C:2]([N:1]3[CH:36]=[CH:37][C:38]([C:39]([O:41][CH2:42][CH3:43])=[O:40])=[CH:34]3)=[CH:7][N:6]=2)=[N:10][CH:11]=1)#[N:16]. (4) Given the reactants [F:1][CH:2]([F:12])[C:3]1[C:4](I)=[CH:5][C:6]([O:9][CH3:10])=[N:7][CH:8]=1.[Cl:13][C:14]1[CH:15]=[CH:16][C:17]([C:23]#[N:24])=[C:18](B(O)O)[CH:19]=1, predict the reaction product. The product is: [Cl:13][C:14]1[CH:15]=[CH:16][C:17]([C:23]#[N:24])=[C:18]([C:4]2[C:3]([CH:2]([F:12])[F:1])=[CH:8][N:7]=[C:6]([O:9][CH3:10])[CH:5]=2)[CH:19]=1. (5) Given the reactants [Cl:1][C:2]1[CH:3]=[C:4]([CH3:9])[C:5]([NH2:8])=[N:6][CH:7]=1.[F:10][C:11]1[CH:16]=[CH:15][C:14]([S:17](Cl)(=[O:19])=[O:18])=[CH:13][CH:12]=1, predict the reaction product. The product is: [Cl:1][C:2]1[CH:3]=[C:4]([CH3:9])[C:5]([NH:8][S:17]([C:14]2[CH:15]=[CH:16][C:11]([F:10])=[CH:12][CH:13]=2)(=[O:19])=[O:18])=[N:6][CH:7]=1. (6) Given the reactants [NH2:1][C@H:2]1[CH2:7][CH2:6][C@H:5]([NH:8][C:9]([C:11]2[C:15]3[N:16]=[CH:17][N:18]=[C:19]([C:20]4[CH:25]=[C:24]([F:26])[C:23]([O:27][CH3:28])=[CH:22][C:21]=4[O:29][CH2:30][CH:31]4[CH2:33][CH2:32]4)[C:14]=3[NH:13][CH:12]=2)=[O:10])[CH2:4][CH2:3]1.Cl[C:35]([CH2:37][O:38]C(=O)C)=[O:36], predict the reaction product. The product is: [OH:38][CH2:37][C:35]([NH:1][C@H:2]1[CH2:7][CH2:6][C@H:5]([NH:8][C:9]([C:11]2[C:15]3[N:16]=[CH:17][N:18]=[C:19]([C:20]4[CH:25]=[C:24]([F:26])[C:23]([O:27][CH3:28])=[CH:22][C:21]=4[O:29][CH2:30][CH:31]4[CH2:33][CH2:32]4)[C:14]=3[NH:13][CH:12]=2)=[O:10])[CH2:4][CH2:3]1)=[O:36].